This data is from TCR-epitope binding with 47,182 pairs between 192 epitopes and 23,139 TCRs. The task is: Binary Classification. Given a T-cell receptor sequence (or CDR3 region) and an epitope sequence, predict whether binding occurs between them. The epitope is SLYNTVATL. The TCR CDR3 sequence is CASSGPGGVDEQYF. Result: 0 (the TCR does not bind to the epitope).